Dataset: Reaction yield outcomes from USPTO patents with 853,638 reactions. Task: Predict the reaction yield, written as a fraction of the theoretical maximum amount of product (1.0 means a 100% yield; for example, 0.34 means a 34% yield). (1) The reactants are [CH2:1]([O:8][CH2:9][CH2:10][C:11]1[S:15][C:14]2[CH:16]=[CH:17][CH:18]=[CH:19][C:13]=2[C:12]=1Br)[C:2]1[CH:7]=[CH:6][CH:5]=[CH:4][CH:3]=1.CN(CCN(C)C)C.[Li]C(CC)C.[C:34]([C:36]1[CH:41]=[CH:40][CH:39]=[CH:38][N:37]=1)#N.C1C[O:45]CC1. The catalyst is C1(C)C=CC=CC=1. The product is [CH2:1]([O:8][CH2:9][CH2:10][C:11]1[S:15][C:14]2[CH:16]=[CH:17][CH:18]=[CH:19][C:13]=2[C:12]=1[C:34]([C:36]1[CH:41]=[CH:40][CH:39]=[CH:38][N:37]=1)=[O:45])[C:2]1[CH:7]=[CH:6][CH:5]=[CH:4][CH:3]=1. The yield is 0.410. (2) The reactants are N[C:2]1[CH:7]=[CH:6][C:5]([N:8]2[CH:12]=[C:11]([C:13]([O:15][CH2:16][CH3:17])=[O:14])[N:10]=[C:9]2[S:18][C:19]2[CH:24]=[CH:23][C:22](N)=[CH:21][CH:20]=2)=[CH:4][CH:3]=1.N([O-])=O.[Na+].[PH2](O)=O. The catalyst is Cl.O. The product is [C:5]1([N:8]2[CH:12]=[C:11]([C:13]([O:15][CH2:16][CH3:17])=[O:14])[N:10]=[C:9]2[S:18][C:19]2[CH:20]=[CH:21][CH:22]=[CH:23][CH:24]=2)[CH:4]=[CH:3][CH:2]=[CH:7][CH:6]=1. The yield is 0.670. (3) The reactants are Br[C:2]1[CH:6]=[CH:5][N:4]([CH3:7])[N:3]=1.[CH2:8]([C:12]1[S:13][C:14]2[CH:20]=[CH:19][CH:18]=[CH:17][C:15]=2[N:16]=1)[CH2:9][C:10]#[CH:11]. No catalyst specified. The product is [CH3:7][N:4]1[CH:5]=[CH:6][C:2]([C:11]#[C:10][CH2:9][CH2:8][C:12]2[S:13][C:14]3[CH:20]=[CH:19][CH:18]=[CH:17][C:15]=3[N:16]=2)=[N:3]1. The yield is 0.210. (4) The reactants are Cl[C:2]1[N:7]2[N:8]=[C:9]([C:17]3[CH:22]=[CH:21][C:20]([F:23])=[CH:19][CH:18]=3)[C:10]([C:11]3[CH:16]=[CH:15][N:14]=[CH:13][CH:12]=3)=[C:6]2[CH:5]=[CH:4][CH:3]=1.[CH3:24][N:25]1[CH2:29][CH2:28][CH2:27][CH:26]1[CH2:30][CH2:31][NH2:32]. The catalyst is C(O)(C)C. The product is [F:23][C:20]1[CH:21]=[CH:22][C:17]([C:9]2[C:10]([C:11]3[CH:16]=[CH:15][N:14]=[CH:13][CH:12]=3)=[C:6]3[CH:5]=[CH:4][CH:3]=[C:2]([NH:32][CH2:31][CH2:30][CH:26]4[CH2:27][CH2:28][CH2:29][N:25]4[CH3:24])[N:7]3[N:8]=2)=[CH:18][CH:19]=1. The yield is 0.170. (5) The reactants are [O:1]1[C:5]2[CH:6]=[CH:7][C:8]([CH:10]=O)=[CH:9][C:4]=2[O:3][CH2:2]1.C([O-])=O.[Na+].Cl.[NH2:17]O. The catalyst is C(O)=O. The product is [O:1]1[C:5]2[CH:6]=[CH:7][C:8]([C:10]#[N:17])=[CH:9][C:4]=2[O:3][CH2:2]1. The yield is 0.910. (6) The reactants are [CH3:1][O:2][CH2:3][N:4]1[C:12]2[C:7](=[C:8]([CH3:22])[CH:9]=[CH:10][C:11]=2[NH:13][S:14]([C:17]2[S:18][CH:19]=[CH:20][CH:21]=2)(=[O:16])=[O:15])[CH:6]=[C:5]1[C:23]([O:25][CH2:26][CH3:27])=[O:24].CI.[C:30](=O)([O-])[O-].[K+].[K+]. The catalyst is CN(C)C=O. The product is [CH3:1][O:2][CH2:3][N:4]1[C:12]2[C:7](=[C:8]([CH3:22])[CH:9]=[CH:10][C:11]=2[N:13]([CH3:30])[S:14]([C:17]2[S:18][CH:19]=[CH:20][CH:21]=2)(=[O:16])=[O:15])[CH:6]=[C:5]1[C:23]([O:25][CH2:26][CH3:27])=[O:24]. The yield is 0.850. (7) The reactants are C(C1C=CC=C(C(C)C)C=1N1[C:22](=[O:23])[C:21]2[CH:24]=[C:25]([O:34][C:35]3[CH:40]=[CH:39][CH:38]=[CH:37][CH:36]=3)[C:26]3[O:27][C:28]4[C:33]([C:18]5[C:19]=3[C:20]=2C(=[CH:16][C:17]=5[O:41][C:42]2[CH:47]=[CH:46][CH:45]=[CH:44][CH:43]=2)C1=O)=[CH:32][CH:31]=[CH:30][CH:29]=4)(C)C.[OH-].[K+].[CH3:51][C:52]([OH:54])=[O:53].Cl. The catalyst is CC(O)(C)C.O1CCOCC1. The product is [O:34]([C:25]1[CH:24]=[C:21]2[C:22](=[O:23])[O:53][C:52](=[O:54])[C:51]3[CH:16]=[C:17]([O:41][C:42]4[CH:43]=[CH:44][CH:45]=[CH:46][CH:47]=4)[C:18]4[C:33]5[C:28]([O:27][C:26]=1[C:19]=4[C:20]2=3)=[CH:29][CH:30]=[CH:31][CH:32]=5)[C:35]1[CH:36]=[CH:37][CH:38]=[CH:39][CH:40]=1. The yield is 0.460.